Dataset: Peptide-MHC class I binding affinity with 185,985 pairs from IEDB/IMGT. Task: Regression. Given a peptide amino acid sequence and an MHC pseudo amino acid sequence, predict their binding affinity value. This is MHC class I binding data. The peptide sequence is MVAKYDLLV. The MHC is HLA-B27:03 with pseudo-sequence HLA-B27:03. The binding affinity (normalized) is 0.0847.